From a dataset of Forward reaction prediction with 1.9M reactions from USPTO patents (1976-2016). Predict the product of the given reaction. (1) Given the reactants Cl[C:2]1[CH:7]=[C:6]([C:8]2[CH:13]=[CH:12][CH:11]=[CH:10][CH:9]=2)[N:5]=[C:4]([CH3:14])[N:3]=1.[CH2:15]([OH:18])[C:16]#[CH:17].[H-].[Na+].O, predict the reaction product. The product is: [CH3:14][C:4]1[N:5]=[C:6]([C:8]2[CH:13]=[CH:12][CH:11]=[CH:10][CH:9]=2)[CH:7]=[C:2]([O:18][CH2:15][C:16]#[CH:17])[N:3]=1. (2) Given the reactants [BrH:1].C(O)(=O)C.[CH3:6][S:7][C:8]1[C:17]([O:18]C)=[CH:16][CH:15]=[CH:14][C:9]=1[CH2:10][N:11]([CH3:13])[CH3:12], predict the reaction product. The product is: [BrH:1].[CH3:13][N:11]([CH2:10][C:9]1[C:8]([S:7][CH3:6])=[C:17]([OH:18])[CH:16]=[CH:15][CH:14]=1)[CH3:12]. (3) Given the reactants [F:1][C:2]1[CH:3]=[CH:4][C:5]([O:40][CH3:41])=[C:6]([C:8]2[CH:13]=[CH:12][N:11]=[C:10]3[N:14]([S:31]([C:34]4[CH:39]=[CH:38][CH:37]=[CH:36][CH:35]=4)(=[O:33])=[O:32])[C:15]([C:17]4[CH2:22][CH2:21][N:20](C(OC(C)(C)C)=O)[C:19](=[O:30])[CH:18]=4)=[CH:16][C:9]=23)[CH:7]=1.[F:42][C:43]([F:48])([F:47])[C:44]([OH:46])=[O:45], predict the reaction product. The product is: [F:1][C:2]1[CH:3]=[CH:4][C:5]([O:40][CH3:41])=[C:6]([C:8]2[CH:13]=[CH:12][N:11]=[C:10]3[N:14]([S:31]([C:34]4[CH:35]=[CH:36][CH:37]=[CH:38][CH:39]=4)(=[O:33])=[O:32])[C:15]([C:17]4[CH2:22][CH2:21][NH:20][C:19](=[O:30])[CH:18]=4)=[CH:16][C:9]=23)[CH:7]=1.[F:42][C:43]([F:48])([F:47])[C:44]([OH:46])=[O:45]. (4) Given the reactants [N:1]1([C:7]([C:9]2[CH:14]=[CH:13][C:12]([NH:15][C:16]3[N:17]=[C:18]([NH:25][C@@H:26]4[CH2:31][CH2:30][CH2:29][NH:28][CH2:27]4)[N:19]=[N:20][C:21]=3[C:22]([NH2:24])=[O:23])=[CH:11][CH:10]=2)=[O:8])[CH2:6][CH2:5][O:4][CH2:3][CH2:2]1.CCN(C(C)C)C(C)C.[C:41]([C:45]1[CH:53]=[CH:52][C:48]([C:49]([Cl:51])=[O:50])=[CH:47][CH:46]=1)([CH3:44])([CH3:43])[CH3:42], predict the reaction product. The product is: [C:41]([C:45]1[CH:46]=[CH:47][C:48]([C:49]([N:28]2[CH2:29][CH2:30][CH2:31][C@@H:26]([NH:25][C:18]3[N:19]=[N:20][C:21]([C:22]([NH2:24])=[O:23])=[C:16]([NH:15][C:12]4[CH:13]=[CH:14][C:9]([C:7]([N:1]5[CH2:2][CH2:3][O:4][CH2:5][CH2:6]5)=[O:8])=[CH:10][CH:11]=4)[N:17]=3)[CH2:27]2)=[O:50])=[CH:52][CH:53]=1)([CH3:44])([CH3:42])[CH3:43].[ClH:51]. (5) Given the reactants C([O:8][CH2:9][CH2:10][CH2:11][CH2:12][CH2:13][CH2:14][CH2:15][CH2:16][CH2:17][CH2:18][C:19]#[C:20][C:21]1[C:22]([O:46][CH3:47])=[C:23]2[C:28](=[CH:29][C:30]=1[O:31][CH3:32])[O:27][C:26]([C:33]1[CH:38]=[CH:37][C:36]([O:39][CH3:40])=[C:35]([O:41][CH3:42])[CH:34]=1)=[C:25]([O:43][CH3:44])[C:24]2=[O:45])C1C=CC=CC=1, predict the reaction product. The product is: [OH:8][CH2:9][CH2:10][CH2:11][CH2:12][CH2:13][CH2:14][CH2:15][CH2:16][CH2:17][CH2:18][CH2:19][CH2:20][C:21]1[C:22]([O:46][CH3:47])=[C:23]2[C:28](=[CH:29][C:30]=1[O:31][CH3:32])[O:27][C:26]([C:33]1[CH:38]=[CH:37][C:36]([O:39][CH3:40])=[C:35]([O:41][CH3:42])[CH:34]=1)=[C:25]([O:43][CH3:44])[C:24]2=[O:45]. (6) Given the reactants [Cl:1][C:2]1[CH:3]=[N:4][CH:5]=[C:6]([O:8][C:9]2[CH:14]=[CH:13][C:12]([C:15]([F:18])([F:17])[F:16])=[CH:11][C:10]=2[NH2:19])[CH:7]=1.[I:20][C:21]1[CH:26]=[CH:25][C:24]([S:27](Cl)(=[O:29])=[O:28])=[CH:23][CH:22]=1, predict the reaction product. The product is: [Cl:1][C:2]1[CH:3]=[N:4][CH:5]=[C:6]([O:8][C:9]2[CH:14]=[CH:13][C:12]([C:15]([F:17])([F:16])[F:18])=[CH:11][C:10]=2[NH:19][S:27]([C:24]2[CH:25]=[CH:26][C:21]([I:20])=[CH:22][CH:23]=2)(=[O:29])=[O:28])[CH:7]=1.